From a dataset of Catalyst prediction with 721,799 reactions and 888 catalyst types from USPTO. Predict which catalyst facilitates the given reaction. (1) Reactant: [C:1]([O:5][C:6](=[O:20])[NH:7][CH2:8][CH2:9][N:10]1[C:18]2[C:17](Cl)=[N:16][CH:15]=[N:14][C:13]=2[CH:12]=[CH:11]1)([CH3:4])([CH3:3])[CH3:2].[Cl:21][C:22]1[CH:23]=[C:24]([CH:26]=[CH:27][C:28]=1[O:29][C:30]1[CH:35]=[CH:34][CH:33]=[C:32]([C:36]([F:39])([F:38])[F:37])[CH:31]=1)[NH2:25].C(=O)([O-])O.[Na+]. Product: [Cl:21][C:22]1[CH:23]=[C:24]([NH:25][C:17]2[C:18]3[N:10]([CH2:9][CH2:8][NH:7][C:6](=[O:20])[O:5][C:1]([CH3:4])([CH3:3])[CH3:2])[CH:11]=[CH:12][C:13]=3[N:14]=[CH:15][N:16]=2)[CH:26]=[CH:27][C:28]=1[O:29][C:30]1[CH:35]=[CH:34][CH:33]=[C:32]([C:36]([F:38])([F:39])[F:37])[CH:31]=1. The catalyst class is: 32. (2) Product: [CH:12]1([CH2:15][NH:16][C:3]2[CH:8]=[CH:7][N:6]=[CH:5][C:4]=2[N+:9]([O-:11])=[O:10])[CH2:14][CH2:13]1. The catalyst class is: 14. Reactant: CO[C:3]1[CH:8]=[CH:7][N:6]=[CH:5][C:4]=1[N+:9]([O-:11])=[O:10].[CH:12]1([CH2:15][NH2:16])[CH2:14][CH2:13]1. (3) Reactant: [C:1]1([N:7]2[C:19](=O)[C:18]3[C:17]4[CH:16]=[CH:15][CH:14]=[CH:13][C:12]=4[NH:11][CH2:10][C:9]=3[NH:8]2)[CH:6]=[CH:5][CH:4]=[CH:3][CH:2]=1.CN(C)CCN(C)C.C([Li])CCC.[CH:34]1([CH2:40][CH:41]=[O:42])[CH2:39][CH2:38][CH2:37][CH2:36][CH2:35]1.[O:43]1CCCC1. Product: [CH:34]1([CH2:40][CH:41]([C:19]2[N:7]([C:1]3[CH:6]=[CH:5][CH:4]=[CH:3][CH:2]=3)[N:8]=[C:9]3[C:18]=2[C:17]2[CH:16]=[CH:15][CH:14]=[CH:13][C:12]=2[NH:11][C:10]3=[O:43])[OH:42])[CH2:39][CH2:38][CH2:37][CH2:36][CH2:35]1. The catalyst class is: 10. (4) Reactant: [BH4-].[Na+].[I-].[OH:4][CH2:5][CH2:6][N+:7]1[CH:12]=[CH:11][C:10]([C:13]2[CH:18]=[CH:17][C:16]([N+:19]([O-:21])=[O:20])=[C:15]([O:22][CH:23]([CH3:25])[CH3:24])[CH:14]=2)=[CH:9][CH:8]=1. Product: [N+:19]([C:16]1[CH:17]=[CH:18][C:13]([C:10]2[CH2:11][CH2:12][N:7]([CH2:6][CH2:5][OH:4])[CH2:8][CH:9]=2)=[CH:14][C:15]=1[O:22][CH:23]([CH3:25])[CH3:24])([O-:21])=[O:20]. The catalyst class is: 24. (5) Reactant: [Br:1][C:2]1[CH:3]=[N:4][NH:5][CH:6]=1.C([O-])([O-])=O.[K+].[K+].[C@@H]1(N)CCCC[C@H]1N.I[C:22]1[CH:27]=[CH:26][CH:25]=[C:24]([O:28][CH3:29])[CH:23]=1. Product: [Br:1][C:2]1[CH:3]=[N:4][N:5]([C:22]2[CH:27]=[CH:26][CH:25]=[C:24]([O:28][CH3:29])[CH:23]=2)[CH:6]=1. The catalyst class is: 12. (6) Reactant: O=P(Cl)(Cl)[Cl:3].CN([CH:9]=[O:10])C.[CH2:11]([O:13][C:14]([N:16]1[CH2:21][CH2:20][CH2:19][CH2:18][C:17]1=O)=[O:15])[CH3:12].C([O-])(=O)C.[Na+]. Product: [Cl:3][C:19]1[CH2:20][CH2:21][N:16]([C:14]([O:13][CH2:11][CH3:12])=[O:15])[CH2:17][C:18]=1[CH:9]=[O:10]. The catalyst class is: 6. (7) Reactant: [I-].[CH3:2][O:3][C:4]1[CH:5]=[C:6]([C:13]2[CH:18]=[CH:17][N+:16]([CH2:19][CH2:20][CH3:21])=[CH:15][CH:14]=2)[CH:7]=[CH:8][C:9]=1[N+:10]([O-:12])=[O:11].[BH4-].[Na+].[Cl-].[NH4+]. Product: [CH3:2][O:3][C:4]1[CH:5]=[C:6]([C:13]2[CH2:18][CH2:17][N:16]([CH2:19][CH2:20][CH3:21])[CH2:15][CH:14]=2)[CH:7]=[CH:8][C:9]=1[N+:10]([O-:12])=[O:11]. The catalyst class is: 5. (8) Reactant: Br[C:2]1[C:3]([C:8]([NH:10][C:11]2[CH:19]=[C:18]([C:20]3[CH:28]=[CH:27][CH:26]=[C:25]4[C:21]=3[CH:22]=[CH:23][NH:24]4)[CH:17]=[C:16]3[C:12]=2[CH:13]=[N:14][NH:15]3)=[O:9])=[N:4][CH:5]=[CH:6][CH:7]=1.[C:29](B(O)O)([CH3:31])=[CH2:30].C([O-])([O-])=O.[Na+].[Na+]. Product: [NH:24]1[C:25]2[C:21](=[C:20]([C:18]3[CH:17]=[C:16]4[C:12]([CH:13]=[N:14][NH:15]4)=[C:11]([NH:10][C:8]([C:3]4[C:2]([C:29]([CH3:31])=[CH2:30])=[CH:7][CH:6]=[CH:5][N:4]=4)=[O:9])[CH:19]=3)[CH:28]=[CH:27][CH:26]=2)[CH:22]=[CH:23]1. The catalyst class is: 77. (9) Reactant: [OH:1][C:2]1[C:11]2[C:6](=[N:7][C:8]([C:12]([F:15])([F:14])[F:13])=[CH:9][CH:10]=2)[N:5]=[CH:4][C:3]=1C(O)=O. Product: [F:15][C:12]([F:13])([F:14])[C:8]1[N:7]=[C:6]2[C:11]([C:2]([OH:1])=[CH:3][CH:4]=[N:5]2)=[CH:10][CH:9]=1. The catalyst class is: 736.